Dataset: NCI-60 drug combinations with 297,098 pairs across 59 cell lines. Task: Regression. Given two drug SMILES strings and cell line genomic features, predict the synergy score measuring deviation from expected non-interaction effect. Drug 1: C1=CC(=CC=C1C#N)C(C2=CC=C(C=C2)C#N)N3C=NC=N3. Synergy scores: CSS=-2.49, Synergy_ZIP=2.57, Synergy_Bliss=1.81, Synergy_Loewe=-2.82, Synergy_HSA=-2.49. Drug 2: CC1=C(C=C(C=C1)NC(=O)C2=CC=C(C=C2)CN3CCN(CC3)C)NC4=NC=CC(=N4)C5=CN=CC=C5. Cell line: NCI-H460.